This data is from Peptide-MHC class II binding affinity with 134,281 pairs from IEDB. The task is: Regression. Given a peptide amino acid sequence and an MHC pseudo amino acid sequence, predict their binding affinity value. This is MHC class II binding data. (1) The peptide sequence is PSLCFVVPDGYKLTG. The MHC is DRB1_0101 with pseudo-sequence DRB1_0101. The binding affinity (normalized) is 0.810. (2) The peptide sequence is DKKCIEWEKAQHGAC. The MHC is DRB3_0202 with pseudo-sequence DRB3_0202. The binding affinity (normalized) is 0.311. (3) The peptide sequence is YDKFLANVSAVLTGK. The MHC is DRB1_0101 with pseudo-sequence DRB1_0101. The binding affinity (normalized) is 0.829. (4) The peptide sequence is GKSYDALATFTVNIF. The MHC is DRB1_0405 with pseudo-sequence DRB1_0405. The binding affinity (normalized) is 0.473. (5) The peptide sequence is QPNLKALREKVLGLP. The MHC is DRB1_0401 with pseudo-sequence DRB1_0401. The binding affinity (normalized) is 0.408. (6) The peptide sequence is CAYQAEPNTCATA. The MHC is DRB1_0401 with pseudo-sequence DRB1_0401. The binding affinity (normalized) is 0.426. (7) The MHC is HLA-DQA10201-DQB10202 with pseudo-sequence HLA-DQA10201-DQB10202. The binding affinity (normalized) is 0.347. The peptide sequence is EEFVSLASRFLVEED.